Dataset: Catalyst prediction with 721,799 reactions and 888 catalyst types from USPTO. Task: Predict which catalyst facilitates the given reaction. (1) Reactant: [CH3:1][C:2]1[C:6]2[CH:7]=[C:8]([O:11][CH2:12][CH:13]3[O:18][CH2:17][CH2:16][N:15]([C:19](OC(C)(C)C)=O)[CH2:14]3)[CH:9]=[CH:10][C:5]=2[O:4][C:3]=1[C:26]([O:28][CH2:29][CH3:30])=[O:27].C=O.O.C([BH3-])#N.[Na+]. Product: [CH3:1][C:2]1[C:6]2[CH:7]=[C:8]([O:11][CH2:12][CH:13]3[O:18][CH2:17][CH2:16][N:15]([CH3:19])[CH2:14]3)[CH:9]=[CH:10][C:5]=2[O:4][C:3]=1[C:26]([O:28][CH2:29][CH3:30])=[O:27]. The catalyst class is: 89. (2) Reactant: [NH2:1][C@@H:2]1[CH2:13][CH:12]=[CH:11][CH2:10][CH2:9][C:8](=[O:14])[O:7][CH2:6][C@@H:5]2[CH2:15][CH2:16][CH2:17][N:4]2[C:3]1=[O:18].C(N(CC)CC)C.[C:26](OC(=O)C)(=[O:28])[CH3:27]. Product: [O:14]=[C:8]1[O:7][CH2:6][C@@H:5]2[CH2:15][CH2:16][CH2:17][N:4]2[C:3](=[O:18])[C@H:2]([NH:1][C:26](=[O:28])[CH3:27])[CH2:13][CH:12]=[CH:11][CH2:10][CH2:9]1. The catalyst class is: 3. (3) Reactant: [Cl:1][C:2]1[CH:7]=[CH:6][CH:5]=[CH:4][C:3]=1[CH2:8][O:9][C:10]1[C:15]([O:16][CH2:17][C:18]2[CH:23]=[CH:22][CH:21]=[CH:20][C:19]=2[Cl:24])=[CH:14][CH:13]=[CH:12][C:11]=1[CH:25](O)[C:26]([OH:28])=[O:27].[S:30](Cl)(Cl)=O.CN(C=O)C.S1C=CC=C1CC(O)=O.CC(C)([O-])C.[K+]. Product: [Cl:1][C:2]1[CH:7]=[CH:6][CH:5]=[CH:4][C:3]=1[CH2:8][O:9][C:10]1[C:15]([O:16][CH2:17][C:18]2[CH:23]=[CH:22][CH:21]=[CH:20][C:19]=2[Cl:24])=[CH:14][CH:13]=[CH:12][C:11]=1[CH:25]([SH:30])[C:26]([OH:28])=[O:27]. The catalyst class is: 497. (4) Reactant: [N:1]([CH2:4][CH2:5][OH:6])=[N+:2]=[N-:3].Cl[C:8](Cl)([O:10]C(=O)OC(Cl)(Cl)Cl)Cl.ClC([O-])=O.[NH:23]([C:33]([O:35][C:36]([CH3:39])([CH3:38])[CH3:37])=[O:34])[C@H:24]([C:30]([OH:32])=[O:31])[CH2:25][CH2:26][CH2:27][CH2:28][NH2:29].[OH-].[Na+].Cl. The catalyst class is: 1. Product: [N:1]([CH2:4][CH2:5][O:6][C:8](=[O:10])[NH:29][CH2:28][CH2:27][CH2:26][CH2:25][C@@H:24]([C:30]([OH:32])=[O:31])[NH:23][C:33](=[O:34])[O:35][C:36]([CH3:39])([CH3:38])[CH3:37])=[N+:2]=[N-:3].